From a dataset of Retrosynthesis with 50K atom-mapped reactions and 10 reaction types from USPTO. Predict the reactants needed to synthesize the given product. Given the product CC(N)c1ccc(C(=O)Nc2ccccc2C(=O)Nc2ccc(Cl)cn2)c(O)c1, predict the reactants needed to synthesize it. The reactants are: COCOc1cc(C(C)N)ccc1C(=O)Nc1ccccc1C(=O)Nc1ccc(Cl)cn1.